This data is from Forward reaction prediction with 1.9M reactions from USPTO patents (1976-2016). The task is: Predict the product of the given reaction. (1) Given the reactants Cl[C:2]1[CH:7]=[N:6][CH:5]=[C:4]([O:8][C:9]2[CH:14]=[CH:13][CH:12]=[C:11]([Cl:15])[CH:10]=2)[N:3]=1.[CH3:16][O:17][C:18]1[CH:19]=[C:20]([CH:22]=[C:23]([O:27][CH3:28])[C:24]=1[O:25][CH3:26])[NH2:21], predict the reaction product. The product is: [CH3:28][O:27][C:23]1[CH:22]=[C:20]([NH:21][C:2]2[CH:7]=[N:6][CH:5]=[C:4]([O:8][C:9]3[CH:14]=[CH:13][CH:12]=[C:11]([Cl:15])[CH:10]=3)[N:3]=2)[CH:19]=[C:18]([O:17][CH3:16])[C:24]=1[O:25][CH3:26]. (2) Given the reactants [CH3:1][N:2]1[CH2:7][CH2:6][NH:5][CH2:4][CH2:3]1.Br[CH2:9][CH2:10][CH2:11][OH:12], predict the reaction product. The product is: [CH3:1][N:2]1[CH2:7][CH2:6][N:5]([CH2:9][CH2:10][CH2:11][OH:12])[CH2:4][CH2:3]1. (3) Given the reactants [C:1]([CH:9]1[CH2:15][CH2:14][O:13][C:12]2[CH:16]=[C:17]([N:20]3[CH2:24][C@H:23]([CH2:25][NH:26][C:27](=[O:29])[CH3:28])[O:22][C:21]3=[O:30])[CH:18]=[CH:19][C:11]=2[C:10]1=[O:31])(=[O:8])[C:2]1C=CC=C[CH:3]=1.[Li+].C[Si]([N-][Si](C)(C)C)(C)C.C(Cl)(=O)CC.[Cl-].[NH4+], predict the reaction product. The product is: [O:30]=[C:21]1[N:20]([C:17]2[CH:18]=[CH:19][C:11]3[C:10](=[O:31])[CH:9]([C:1](=[O:8])[CH2:2][CH3:3])[CH2:15][CH2:14][O:13][C:12]=3[CH:16]=2)[CH2:24][C@H:23]([CH2:25][NH:26][C:27](=[O:29])[CH3:28])[O:22]1. (4) Given the reactants [Br:1]N1C(=O)CCC1=O.N(C(C)(C)C#N)=NC(C)(C)C#N.[CH2:21]([O:23][C:24]1[CH:25]=[C:26]([CH:30]=[CH:31][C:32]=1[NH:33][C:34]1[C:35]2[C:42]([CH3:43])=[CH:41][S:40][C:36]=2[N:37]=[CH:38][N:39]=1)[C:27]([NH2:29])=[O:28])[CH3:22], predict the reaction product. The product is: [Br:1][C:41]1[S:40][C:36]2[N:37]=[CH:38][N:39]=[C:34]([NH:33][C:32]3[CH:31]=[CH:30][C:26]([C:27]([NH2:29])=[O:28])=[CH:25][C:24]=3[O:23][CH2:21][CH3:22])[C:35]=2[C:42]=1[CH3:43]. (5) Given the reactants Br[C:2]1[C:3]2[C:4]3[CH:18]=[CH:17][S:16][C:5]=3[C:6](=[O:15])[NH:7][C:8]=2[C:9]([CH3:14])=[CH:10][C:11]=1[O:12][CH3:13].CC1(C)C(C)(C)OB([C:27]2[CH:32]=[CH:31][C:30]([C@@H:33]([CH3:43])[CH2:34][NH:35][C:36](=[O:42])[O:37][C:38]([CH3:41])([CH3:40])[CH3:39])=[CH:29][CH:28]=2)O1, predict the reaction product. The product is: [CH3:13][O:12][C:11]1[CH:10]=[C:9]([CH3:14])[C:8]2[NH:7][C:6](=[O:15])[C:5]3[S:16][CH:17]=[CH:18][C:4]=3[C:3]=2[C:2]=1[C:27]1[CH:28]=[CH:29][C:30]([C@@H:33]([CH3:43])[CH2:34][NH:35][C:36](=[O:42])[O:37][C:38]([CH3:40])([CH3:39])[CH3:41])=[CH:31][CH:32]=1. (6) Given the reactants [C:1]([O:5][C:6]([N:8]1[CH2:18][CH2:17][CH:11]([C:12]([O:14][CH2:15][CH3:16])=[O:13])[CH2:10][CH2:9]1)=[O:7])([CH3:4])([CH3:3])[CH3:2].[Li+].CC([N-][CH:24]([CH3:26])[CH3:25])C.C1([C:30](C2CC2)=[S:31])CC1.[CH2:35]1[CH2:39]OC[CH2:36]1, predict the reaction product. The product is: [CH:36]1([SH:31]([CH2:30][C:11]2([C:12]([O:14][CH2:15][CH3:16])=[O:13])[CH2:17][CH2:18][N:8]([C:6]([O:5][C:1]([CH3:2])([CH3:4])[CH3:3])=[O:7])[CH2:9][CH2:10]2)[CH:24]2[CH2:26][CH2:25]2)[CH2:35][CH2:39]1. (7) Given the reactants [C:1]([O:5][CH2:6][CH2:7][OH:8])(=[O:4])[CH:2]=[CH2:3].C(C1C=C(C)C=C(C(C)(C)C)C=1O)(C)(C)C.[C:25](Cl)(=[O:32])[C:26]1[CH:31]=[CH:30][CH:29]=[CH:28][CH:27]=1.Cl, predict the reaction product. The product is: [C:1]([O:5][CH2:6][CH2:7][O:8][C:25](=[O:32])[C:26]1[CH:31]=[CH:30][CH:29]=[CH:28][CH:27]=1)(=[O:4])[CH:2]=[CH2:3]. (8) Given the reactants C(N(CC)CC)C.[CH3:8][O:9][C:10](=[O:44])[CH2:11][C:12]1[CH:13]=[N:14][CH:15]=[C:16]([C:18]2[CH:23]=[CH:22][C:21]([C:24]([CH2:42][CH3:43])([C:27]3[CH:32]=[CH:31][C:30](OS(C(F)(F)F)(=O)=O)=[C:29]([CH3:41])[CH:28]=3)[CH2:25][CH3:26])=[CH:20][CH:19]=2)[CH:17]=1.[C:45]([C:47]1([OH:53])[CH2:52][CH2:51][CH2:50][CH2:49][CH2:48]1)#[CH:46], predict the reaction product. The product is: [CH3:8][O:9][C:10](=[O:44])[CH2:11][C:12]1[CH:13]=[N:14][CH:15]=[C:16]([C:18]2[CH:19]=[CH:20][C:21]([C:24]([CH2:42][CH3:43])([C:27]3[CH:32]=[CH:31][C:30]([C:46]#[C:45][C:47]4([OH:53])[CH2:52][CH2:51][CH2:50][CH2:49][CH2:48]4)=[C:29]([CH3:41])[CH:28]=3)[CH2:25][CH3:26])=[CH:22][CH:23]=2)[CH:17]=1. (9) Given the reactants [CH:1]12[CH2:7][CH:4]([CH:5]=[CH:6]1)[CH2:3][CH:2]2[C:8]([OH:10])=O.C(Cl)(=O)C([Cl:14])=O.CN(C)C=O, predict the reaction product. The product is: [CH:1]12[CH2:7][CH:4]([CH:5]=[CH:6]1)[CH2:3][CH:2]2[C:8]([Cl:14])=[O:10]. (10) Given the reactants [CH3:1][O:2][C:3]1[CH:8]=[CH:7][C:6]([N+:9]([O-:11])=[O:10])=[CH:5][C:4]=1[OH:12].Cl.Cl[CH2:15][CH2:16][N:17]1[CH2:22][CH2:21][O:20][CH2:19][CH2:18]1.C([O-])([O-])=O.[Cs+].[Cs+], predict the reaction product. The product is: [CH3:1][O:2][C:3]1[CH:8]=[CH:7][C:6]([N+:9]([O-:11])=[O:10])=[CH:5][C:4]=1[O:12][CH2:15][CH2:16][N:17]1[CH2:22][CH2:21][O:20][CH2:19][CH2:18]1.